From a dataset of Catalyst prediction with 721,799 reactions and 888 catalyst types from USPTO. Predict which catalyst facilitates the given reaction. (1) The catalyst class is: 68. Product: [S:1]1[C:5]2[CH:6]=[CH:7][CH:8]=[CH:9][C:4]=2[C:3]([N:10]2[CH2:15][CH2:14][N:13]([CH2:16][CH2:17][C:18]3[CH:23]=[CH:22][CH:21]=[CH:20][C:19]=3[N:24]([CH3:25])[C:33](=[O:35])[CH3:34])[CH2:12][CH2:11]2)=[N:2]1. Reactant: [S:1]1[C:5]2[CH:6]=[CH:7][CH:8]=[CH:9][C:4]=2[C:3]([N:10]2[CH2:15][CH2:14][N:13]([CH2:16][CH2:17][C:18]3[CH:23]=[CH:22][CH:21]=[CH:20][C:19]=3[NH:24][CH3:25])[CH2:12][CH2:11]2)=[N:2]1.C(N(CC)CC)C.[C:33](Cl)(=[O:35])[CH3:34]. (2) Reactant: [Cl:1][C:2]1[CH:3]=[C:4]([C@@H:8]([OH:37])[CH2:9][N:10]([CH2:18][CH2:19][C:20]2[CH:25]=[CH:24][C:23]([S:26]([C:29]3[CH:34]=[CH:33][C:32]([C:35]#[N:36])=[CH:31][CH:30]=3)(=[O:28])=[O:27])=[CH:22][CH:21]=2)[C:11](=[O:17])[O:12][C:13]([CH3:16])([CH3:15])[CH3:14])[CH:5]=[CH:6][CH:7]=1.Cl.[NH2:39][OH:40].C(=O)([O-])[O-].[K+].[K+]. Product: [NH2:36][C:35](=[N:39][OH:40])[C:32]1[CH:33]=[CH:34][C:29]([S:26]([C:23]2[CH:24]=[CH:25][C:20]([CH2:19][CH2:18][N:10]([CH2:9][C@@H:8]([C:4]3[CH:5]=[CH:6][CH:7]=[C:2]([Cl:1])[CH:3]=3)[OH:37])[C:11](=[O:17])[O:12][C:13]([CH3:15])([CH3:16])[CH3:14])=[CH:21][CH:22]=2)(=[O:28])=[O:27])=[CH:30][CH:31]=1. The catalyst class is: 412. (3) Reactant: [OH:1][CH2:2][C:3]1[CH:8]=[CH:7][C:6]([OH:9])=[CH:5][C:4]=1[CH3:10].[OH-].[Na+].[CH2:13](Br)[C:14]1[CH:19]=[CH:18][CH:17]=[CH:16][CH:15]=1. Product: [CH3:10][C:4]1[CH:5]=[C:6]([O:9][CH2:13][C:14]2[CH:19]=[CH:18][CH:17]=[CH:16][CH:15]=2)[CH:7]=[CH:8][C:3]=1[CH2:2][OH:1]. The catalyst class is: 412. (4) Reactant: [Br:1][C:2]1[CH:3]=[N:4][CH:5]=[C:6]([CH:10]=1)[C:7]([OH:9])=O.C(N(CC)C(C)C)(C)C.[C:20]1([S:26]([CH2:29][C:30]([O:32][CH2:33][CH3:34])=[O:31])(=[NH:28])=[O:27])[CH:25]=[CH:24][CH:23]=[CH:22][CH:21]=1.F[P-](F)(F)(F)(F)F.N1(O[P+](N(C)C)(N(C)C)N(C)C)C2C=CC=CC=2N=N1. Product: [Br:1][C:2]1[CH:10]=[C:6]([C:7]([N:28]=[S@:26]([CH2:29][C:30]([O:32][CH2:33][CH3:34])=[O:31])([C:20]2[CH:25]=[CH:24][CH:23]=[CH:22][CH:21]=2)=[O:27])=[O:9])[CH:5]=[N:4][CH:3]=1. The catalyst class is: 3. (5) Reactant: [Br:1][C:2]1[N:7]=[CH:6][NH:5][C:4](=[O:8])[CH:3]=1.[C:9]([O-])([O-])=O.[K+].[K+].CI. Product: [Br:1][C:2]1[N:7]=[CH:6][N:5]([CH3:9])[C:4](=[O:8])[CH:3]=1. The catalyst class is: 31. (6) Reactant: Cl.[NH2:2][C:3]1[CH:8]=[CH:7][C:6]([NH:9][C:10](=[O:26])[C:11]([N:13]2[CH2:18][CH2:17][CH:16]([CH2:19][C:20]3[CH:25]=[CH:24][CH:23]=[CH:22][CH:21]=3)[CH2:15][CH2:14]2)=[O:12])=[CH:5][CH:4]=1.[CH:27](=O)[C:28]1[CH:33]=[CH:32][CH:31]=[CH:30][CH:29]=1. Product: [CH2:27]([NH:2][C:3]1[CH:8]=[CH:7][C:6]([NH:9][C:10](=[O:26])[C:11]([N:13]2[CH2:18][CH2:17][CH:16]([CH2:19][C:20]3[CH:21]=[CH:22][CH:23]=[CH:24][CH:25]=3)[CH2:15][CH2:14]2)=[O:12])=[CH:5][CH:4]=1)[C:28]1[CH:33]=[CH:32][CH:31]=[CH:30][CH:29]=1. The catalyst class is: 27. (7) Product: [O:17]([C:2]1[C:3]([C:12]#[N:13])=[N:4][CH:5]=[C:6]([C:8]([F:11])([F:10])[F:9])[CH:7]=1)[C:18]1[CH:23]=[CH:22][CH:21]=[CH:20][CH:19]=1. The catalyst class is: 28. Reactant: Cl[C:2]1[C:3]([C:12]#[N:13])=[N:4][CH:5]=[C:6]([C:8]([F:11])([F:10])[F:9])[CH:7]=1.O.O.O.[O-:17][C:18]1[CH:23]=[CH:22][CH:21]=[CH:20][CH:19]=1.[Na+].CN(C=O)C. (8) Reactant: [N:1]1[CH:5]=[C:4]([CH2:6][NH:7][C:8]2[CH:13]=[CH:12][CH:11]=[C:10]([O:14][CH3:15])[CH:9]=2)[NH:3][CH:2]=1.C=O.[C:18]([BH3-])#N.[Na+].Cl. Product: [N:1]1[CH:5]=[C:4]([CH2:6][N:7]([C:8]2[CH:13]=[CH:12][CH:11]=[C:10]([O:14][CH3:15])[CH:9]=2)[CH3:18])[NH:3][CH:2]=1. The catalyst class is: 10. (9) Reactant: C(OC(=O)[NH:7][C:8]1[CH:13]=[C:12]([O:14][CH2:15][C:16]([F:19])([F:18])[F:17])[C:11]([C:20]([F:23])([F:22])[F:21])=[CH:10][C:9]=1[NH:24][C:25](=[O:43])[CH2:26][C:27]([C:29]1[CH:34]=[CH:33][CH:32]=[C:31]([C:35]2[C:36]([CH2:41][CH3:42])=[N:37][CH:38]=[CH:39][CH:40]=2)[CH:30]=1)=O)(C)(C)C.C(O)(C(F)(F)F)=O. Product: [CH2:41]([C:36]1[C:35]([C:31]2[CH:30]=[C:29]([C:27]3[CH2:26][C:25](=[O:43])[NH:24][C:9]4[CH:10]=[C:11]([C:20]([F:21])([F:23])[F:22])[C:12]([O:14][CH2:15][C:16]([F:18])([F:19])[F:17])=[CH:13][C:8]=4[N:7]=3)[CH:34]=[CH:33][CH:32]=2)=[CH:40][CH:39]=[CH:38][N:37]=1)[CH3:42]. The catalyst class is: 2. (10) Reactant: C(O[BH-](OC(=O)C)OC(=O)C)(=O)C.[Na+].[O:15]=[C:16]1[N:20]([C:21]([C:34]2[CH:39]=[CH:38][CH:37]=[CH:36][CH:35]=2)([C:28]2[CH:33]=[CH:32][CH:31]=[CH:30][CH:29]=2)[C:22]2[CH:27]=[CH:26][CH:25]=[CH:24][CH:23]=2)[C:19]2[CH:40]=[CH:41][C:42]([C:44]3[CH:45]=[C:46]([CH:49]=O)[O:47][CH:48]=3)=[CH:43][C:18]=2[O:17]1.[CH3:51][N:52]1[CH2:57][CH2:56][CH:55]([NH2:58])[CH2:54][CH2:53]1.C(O)(=O)C. Product: [CH3:51][N:52]1[CH2:57][CH2:56][CH:55]([NH:58][CH2:49][C:46]2[O:47][CH:48]=[C:44]([C:42]3[CH:41]=[CH:40][C:19]4[N:20]([C:21]([C:34]5[CH:39]=[CH:38][CH:37]=[CH:36][CH:35]=5)([C:28]5[CH:33]=[CH:32][CH:31]=[CH:30][CH:29]=5)[C:22]5[CH:23]=[CH:24][CH:25]=[CH:26][CH:27]=5)[C:16](=[O:15])[O:17][C:18]=4[CH:43]=3)[CH:45]=2)[CH2:54][CH2:53]1. The catalyst class is: 417.